Dataset: Peptide-MHC class II binding affinity with 134,281 pairs from IEDB. Task: Regression. Given a peptide amino acid sequence and an MHC pseudo amino acid sequence, predict their binding affinity value. This is MHC class II binding data. (1) The MHC is DRB1_1001 with pseudo-sequence DRB1_1001. The peptide sequence is AGIMIFDPYGATISA. The binding affinity (normalized) is 0.341. (2) The peptide sequence is DFNEFISFCNANPGL. The MHC is DRB1_1501 with pseudo-sequence DRB1_1501. The binding affinity (normalized) is 0.686. (3) The binding affinity (normalized) is 0.998. The MHC is DRB1_1302 with pseudo-sequence DRB1_1302. The peptide sequence is YDKFLANISTVLTGK. (4) The MHC is DRB1_0802 with pseudo-sequence DRB1_0802. The peptide sequence is AAVDKDAVIVAAAGN. The binding affinity (normalized) is 0.104.